From a dataset of Catalyst prediction with 721,799 reactions and 888 catalyst types from USPTO. Predict which catalyst facilitates the given reaction. (1) Reactant: [F:1][C:2]1[C:7]([N+:8]([O-])=O)=[CH:6][C:5]([OH:11])=[C:4]([CH3:12])[CH:3]=1. Product: [NH2:8][C:7]1[C:2]([F:1])=[CH:3][C:4]([CH3:12])=[C:5]([OH:11])[CH:6]=1. The catalyst class is: 19. (2) Reactant: [NH2:1][C:2]1[N:6]([CH3:7])[N:5]=[CH:4][C:3]=1[N:8]=O.[S:10](=[O:14])(=[O:13])([OH:12])[OH:11]. Product: [S:10]([OH:14])([OH:13])(=[O:12])=[O:11].[NH2:8][C:3]1[CH:4]=[N:5][N:6]([CH3:7])[C:2]=1[NH2:1]. The catalyst class is: 45. (3) Reactant: [CH3:1][O:2][C:3]1[C:8]([C:9]([OH:11])=O)=[CH:7][C:6]([C:12]2[C:13]([N:28]3[C:32]([CH3:33])=[CH:31][C:30]([C:34]([F:37])([F:36])[F:35])=[N:29]3)=[N:14][C:15]([NH:18][C:19]3[CH:24]=[C:23]([CH3:25])[CH:22]=[C:21]([O:26][CH3:27])[CH:20]=3)=[N:16][CH:17]=2)=[CH:5][N:4]=1.[CH3:38][S:39]([NH2:42])(=[O:41])=[O:40].C(N(CC)CC)C.[I-].ClC1C=CC=C[N+]=1C. Product: [CH3:1][O:2][C:3]1[C:8]([C:9]([NH:42][S:39]([CH3:38])(=[O:41])=[O:40])=[O:11])=[CH:7][C:6]([C:12]2[C:13]([N:28]3[C:32]([CH3:33])=[CH:31][C:30]([C:34]([F:36])([F:37])[F:35])=[N:29]3)=[N:14][C:15]([NH:18][C:19]3[CH:24]=[C:23]([CH3:25])[CH:22]=[C:21]([O:26][CH3:27])[CH:20]=3)=[N:16][CH:17]=2)=[CH:5][N:4]=1. The catalyst class is: 172. (4) Reactant: [CH2:1]([C:5]1[C:10]([CH3:11])=[C:9]([O:12][CH3:13])[C:8]([CH3:14])=[C:7]([CH3:15])[C:6]=1[O:16][CH3:17])[CH2:2][CH:3]=[CH2:4].C12BC(CCC1)CCC2.[OH-].[Na+].OO.B.C([O-])([O-])=[O:33].[K+].[K+].C(OC(C)C)(=O)C. The catalyst class is: 1. Product: [CH3:17][O:16][C:6]1[C:7]([CH3:15])=[C:8]([CH3:14])[C:9]([O:12][CH3:13])=[C:10]([CH3:11])[C:5]=1[CH2:1][CH2:2][CH2:3][CH2:4][OH:33]. (5) Reactant: [B:10]1([B:10]2[O:14][C:13]([CH3:16])([CH3:15])[C:12]([CH3:18])([CH3:17])[O:11]2)[O:14][C:13]([CH3:16])([CH3:15])[C:12]([CH3:18])([CH3:17])[O:11]1.C([O-])(=O)C.[K+].C1(P(C2CCCCC2)C2CCCCC2)CCCCC1.Cl[C:44]1[CH:53]=[CH:52][C:47]2[NH:48][C:49](=[O:51])[O:50][C:46]=2[CH:45]=1. Product: [CH3:16][C:13]1([CH3:15])[C:12]([CH3:17])([CH3:18])[O:11][B:10]([C:44]2[CH:53]=[CH:52][C:47]3[NH:48][C:49](=[O:51])[O:50][C:46]=3[CH:45]=2)[O:14]1. The catalyst class is: 102. (6) Reactant: [CH3:1][C:2]1[C:7]([N:8]2[CH:17]=[CH:16][C:15]3[C:10](=[CH:11][CH:12]=[CH:13][C:14]=3[N+:18]([O-])=O)[C:9]2=[O:21])=[CH:6][CH:5]=[CH:4][N:3]=1.CO. Product: [NH2:18][C:14]1[CH:13]=[CH:12][CH:11]=[C:10]2[C:15]=1[CH:16]=[CH:17][N:8]([C:7]1[C:2]([CH3:1])=[N:3][CH:4]=[CH:5][CH:6]=1)[C:9]2=[O:21]. The catalyst class is: 45.